Predict the reactants needed to synthesize the given product. From a dataset of Full USPTO retrosynthesis dataset with 1.9M reactions from patents (1976-2016). (1) Given the product [CH3:13][C:14]1[N:15]=[C:16]([NH:27][C:31]([N:9]2[CH:10]=[CH:11][N:12]=[CH:8]2)=[O:32])[S:17][C:18]=1[C:19]1[CH:24]=[CH:23][N:22]=[C:21]([S:25][CH3:26])[N:20]=1, predict the reactants needed to synthesize it. The reactants are: C([C:8]1[NH:9][CH:10]=[CH:11][N:12]=1)([C:8]1[NH:9][CH:10]=[CH:11][N:12]=1)=O.[CH3:13][C:14]1[N:15]=[C:16]([NH2:27])[S:17][C:18]=1[C:19]1[CH:24]=[CH:23][N:22]=[C:21]([S:25][CH3:26])[N:20]=1.CN([CH:31]=[O:32])C. (2) Given the product [C:26]([O:30][C:31]([NH:33][S:34]([NH:2][C@@H:3]([CH2:8][C:9]1[CH:10]=[CH:11][C:12]([NH:15][C:16](=[O:25])[C:17]2[C:22]([Cl:23])=[CH:21][CH:20]=[CH:19][C:18]=2[Cl:24])=[CH:13][CH:14]=1)[C:4]([O:6][CH3:7])=[O:5])(=[O:36])=[O:35])=[O:32])([CH3:29])([CH3:27])[CH3:28], predict the reactants needed to synthesize it. The reactants are: Cl.[NH2:2][C@@H:3]([CH2:8][C:9]1[CH:14]=[CH:13][C:12]([NH:15][C:16](=[O:25])[C:17]2[C:22]([Cl:23])=[CH:21][CH:20]=[CH:19][C:18]=2[Cl:24])=[CH:11][CH:10]=1)[C:4]([O:6][CH3:7])=[O:5].[C:26]([O:30][C:31]([N-:33][S:34](N1C=CC(=[N+](C)C)C=C1)(=[O:36])=[O:35])=[O:32])([CH3:29])([CH3:28])[CH3:27].C(N(CC)CC)C. (3) Given the product [NH2:7][C@@H:8]1[C@@H:13]([OH:14])[C@H:12]([CH2:15][C:16]2[CH:21]=[C:20]([O:22][C@@H:23]([CH3:28])[C:24]([F:27])([F:25])[F:26])[C:19]([N+:29]([O-:31])=[O:30])=[C:18]([F:32])[CH:17]=2)[CH2:11][S@@:10](=[O:33])[CH2:9]1, predict the reactants needed to synthesize it. The reactants are: C(OC(=O)[NH:7][C@@H:8]1[C@@H:13]([OH:14])[C@H:12]([CH2:15][C:16]2[CH:21]=[C:20]([O:22][C@@H:23]([CH3:28])[C:24]([F:27])([F:26])[F:25])[C:19]([N+:29]([O-:31])=[O:30])=[C:18]([F:32])[CH:17]=2)[CH2:11][S@@:10](=[O:33])[CH2:9]1)(C)(C)C. (4) Given the product [CH2:66]([CH:61]1[CH:62]=[C:63]([CH3:65])[CH2:64][CH:33]([CH3:32])[CH2:34][CH:35]([O:87][CH3:88])[CH:36]2[O:41][C:40]([OH:83])([CH:39]([CH3:84])[CH2:38][CH:37]2[O:85][CH3:86])[C:42](=[O:43])[C:44](=[O:45])[N:46]2[CH:51]([CH2:50][CH2:49][CH2:48][CH2:47]2)[C:52](=[O:53])[O:54][CH:55]([C:71]([CH3:82])=[CH:72][CH:73]2[CH2:74][CH2:75][CH:76]([O:5][C:4](=[O:6])[C:3]([C:2]([F:15])([F:16])[F:1])([O:13][CH3:14])[C:7]3[CH:12]=[CH:11][CH:10]=[CH:9][CH:8]=3)[CH:77]([O:79][CH3:80])[CH2:78]2)[CH:56]([CH3:70])[CH:57]([OH:69])[CH2:58][C:59]1=[O:60])[CH:67]=[CH2:68], predict the reactants needed to synthesize it. The reactants are: [F:1][C:2]([F:16])([F:15])[C:3]([O:13][CH3:14])([C:7]1[CH:12]=[CH:11][CH:10]=[CH:9][CH:8]=1)[C:4]([OH:6])=[O:5].C1(N=C=NC2CCCCC2)CCCCC1.[CH3:32][C@H:33]1[CH2:64][C:63]([CH3:65])=[CH:62][C@@H:61]([CH2:66][CH:67]=[CH2:68])[C:59](=[O:60])[CH2:58][C@H:57]([OH:69])[C@@H:56]([CH3:70])[C@@H:55](/[C:71](/[CH3:82])=[CH:72]/[C@H:73]2[CH2:78][C@@H:77]([O:79][CH3:80])[C@H:76](O)[CH2:75][CH2:74]2)[O:54][C:52](=[O:53])[C@H:51]2[N:46]([CH2:47][CH2:48][CH2:49][CH2:50]2)[C:44](=[O:45])[C:42](=[O:43])[C@:40]2([OH:83])[O:41][C@@H:36]([C@@H:37]([O:85][CH3:86])[CH2:38][C@H:39]2[CH3:84])[C@@H:35]([O:87][CH3:88])[CH2:34]1. (5) Given the product [Cl-:50].[C:26]([C:29]1[CH:30]=[C:31]([CH:35]=[CH:36][CH:37]=1)[C:32]([NH:5][C:6]1[CH:25]=[CH:24][C:9]([NH:10][C:11]2[C:20]3[C:15](=[CH:16][CH:17]=[C:57]([N:55]([CH3:56])[CH3:54])[CH:19]=3)[NH+:14]=[CH:13][CH:12]=2)=[CH:8][CH:7]=1)=[O:34])(=[O:28])[CH3:27], predict the reactants needed to synthesize it. The reactants are: [Cl-].C([NH:5][C:6]1[CH:25]=[CH:24][C:9]([NH:10][C:11]2[C:20]3[C:15](=[CH:16][CH:17]=C([N+]([O-])=O)[CH:19]=3)[NH+:14]=[CH:13][CH:12]=2)=[CH:8][CH:7]=1)(=O)C.[C:26]([C:29]1[CH:30]=[C:31]([CH:35]=[CH:36][CH:37]=1)[C:32]([OH:34])=O)(=[O:28])[CH3:27].CCN=C=NCCCN(C)C.C(Cl)[Cl:50].CO.[CH3:54][N:55]([CH:57]=O)[CH3:56]. (6) Given the product [NH2:1][C:2]1[N:7]=[CH:6][N:5]=[C:4]2[N:8]([CH:20]3[CH2:25][CH2:24][N:23]([C:26]([O:28][CH2:29][C:30]4[CH:31]=[CH:32][CH:33]=[CH:34][CH:35]=4)=[O:27])[CH2:22][CH2:21]3)[N:9]=[C:10]([C:11]3[CH:16]=[CH:15][C:14]([NH:17][C:45]([C@@H:43]4[CH2:44][C@H:42]4[C:36]4[CH:41]=[CH:40][CH:39]=[CH:38][CH:37]=4)=[O:46])=[C:13]([O:18][CH3:19])[CH:12]=3)[C:3]=12, predict the reactants needed to synthesize it. The reactants are: [NH2:1][C:2]1[N:7]=[CH:6][N:5]=[C:4]2[N:8]([CH:20]3[CH2:25][CH2:24][N:23]([C:26]([O:28][CH2:29][C:30]4[CH:35]=[CH:34][CH:33]=[CH:32][CH:31]=4)=[O:27])[CH2:22][CH2:21]3)[N:9]=[C:10]([C:11]3[CH:16]=[CH:15][C:14]([NH2:17])=[C:13]([O:18][CH3:19])[CH:12]=3)[C:3]=12.[C:36]1([C@@H:42]2[CH2:44][C@H:43]2[C:45](Cl)=[O:46])[CH:41]=[CH:40][CH:39]=[CH:38][CH:37]=1. (7) Given the product [O:27]=[C:28]1[CH:32]=[CH:31][C:30](=[O:33])[N:29]1[CH2:34][CH2:35][CH2:36][NH:37][C:15](=[O:17])[C:14]1[CH:13]=[CH:12][C:11]([CH2:10][C:2]2([F:1])[CH2:9][CH2:8][CH2:7][CH2:6][CH2:5][C:4]#[C:3]2)=[CH:19][CH:18]=1, predict the reactants needed to synthesize it. The reactants are: [F:1][C:2]1([CH2:10][C:11]2[CH:19]=[CH:18][C:14]([C:15]([OH:17])=O)=[CH:13][CH:12]=2)[CH2:9][CH2:8][CH2:7][CH2:6][CH2:5][C:4]#[C:3]1.FC(F)(F)C([O-])=O.[O:27]=[C:28]1[CH:32]=[CH:31][C:30](=[O:33])[N:29]1[CH2:34][CH2:35][CH2:36][NH3+:37].ON1C2C=CC=CC=2N=N1. (8) Given the product [Br:12][C:7]1[C:8]([F:11])=[C:9]2[O:10][C:14]([CH3:15])=[N:1][C:2]2=[C:3]([C:4]#[N:5])[C:6]=1[CH3:13], predict the reactants needed to synthesize it. The reactants are: [NH2:1][C:2]1[C:9]([OH:10])=[C:8]([F:11])[C:7]([Br:12])=[C:6]([CH3:13])[C:3]=1[C:4]#[N:5].[C:14](Cl)(=O)[CH3:15].[Cl-].[NH4+]. (9) Given the product [Cl:23][C:17]1[CH:18]=[C:19]([O:22][CH2:29][CH2:28][CH2:27][O:26][CH3:25])[CH:20]=[CH:21][C:16]=1[CH2:15][O:14][C:12]1[CH:11]=[CH:10][C:9]2[CH:5]([CH2:4][C:3]([OH:2])=[O:24])[CH2:6][O:7][C:8]=2[CH:13]=1, predict the reactants needed to synthesize it. The reactants are: C[O:2][C:3](=[O:24])[CH2:4][CH:5]1[C:9]2[CH:10]=[CH:11][C:12]([O:14][CH2:15][C:16]3[CH:21]=[CH:20][C:19]([OH:22])=[CH:18][C:17]=3[Cl:23])=[CH:13][C:8]=2[O:7][CH2:6]1.[CH3:25][O:26][CH2:27][CH2:28][CH2:29]O.C(P(CCCC)CCCC)CCC.C1CCN(C(N=NC(N2CCCCC2)=O)=O)CC1. (10) The reactants are: [C:1]([O:5][C:6](=[O:21])[NH:7][C@@H:8]([C:10]1[CH:19]=[CH:18][C:17]2[C:12](=[CH:13][C:14](Br)=[CH:15][CH:16]=2)[N:11]=1)[CH3:9])([CH3:4])([CH3:3])[CH3:2].[CH3:22][O:23][C:24]([C:26]1([CH:32]=[CH2:33])[CH2:31][O:30][CH2:29][CH2:28][O:27]1)=[O:25].C1(C)C=CC=CC=1P(C1C=CC=CC=1C)C1C=CC=CC=1C.C1(CNCC2CCCCC2)CCCCC1. Given the product [CH3:22][O:23][C:24]([C:26]1(/[CH:32]=[CH:33]/[C:14]2[CH:13]=[C:12]3[C:17]([CH:18]=[CH:19][C:10]([C@H:8]([NH:7][C:6]([O:5][C:1]([CH3:4])([CH3:3])[CH3:2])=[O:21])[CH3:9])=[N:11]3)=[CH:16][CH:15]=2)[CH2:31][O:30][CH2:29][CH2:28][O:27]1)=[O:25], predict the reactants needed to synthesize it.